From a dataset of Full USPTO retrosynthesis dataset with 1.9M reactions from patents (1976-2016). Predict the reactants needed to synthesize the given product. (1) Given the product [Br:1][C:2]1[S:6][C:5]([C:7]([NH:10][C:11]2[N:15]([CH:16]3[CH2:21][CH2:20][CH2:19][N:18]([C:22]([O:24][C:25]([CH3:26])([CH3:27])[CH3:28])=[O:23])[CH2:17]3)[C:14]3[CH:29]=[CH:30][CH:31]=[CH:32][C:13]=3[N:12]=2)=[O:9])=[CH:4][CH:3]=1, predict the reactants needed to synthesize it. The reactants are: [Br:1][C:2]1[S:6][C:5]([C:7]([OH:9])=O)=[CH:4][CH:3]=1.[NH:10]=[C:11]1[N:15]([CH:16]2[CH2:21][CH2:20][CH2:19][N:18]([C:22]([O:24][C:25]([CH3:28])([CH3:27])[CH3:26])=[O:23])[CH2:17]2)[C:14]2[CH:29]=[CH:30][CH:31]=[CH:32][C:13]=2[NH:12]1.CCN(C(C)C)C(C)C.C(P1(=O)OP(CCC)(=O)OP(CCC)(=O)O1)CC. (2) Given the product [Cl:1][C:2]1[CH:7]=[CH:6][C:5]([C:12]2[S:20][C:19]3[C:18]([NH:21][C:22]4[CH:23]=[C:24]5[C:28](=[CH:29][CH:30]=4)[NH:27][CH:26]=[CH:25]5)=[N:17][CH:16]=[N:15][C:14]=3[CH:13]=2)=[CH:4][CH:3]=1, predict the reactants needed to synthesize it. The reactants are: [Cl:1][C:2]1[CH:7]=[CH:6][C:5](B(O)O)=[CH:4][CH:3]=1.Br[C:12]1[S:20][C:19]2[C:18]([NH:21][C:22]3[CH:23]=[C:24]4[C:28](=[CH:29][CH:30]=3)[NH:27][CH:26]=[CH:25]4)=[N:17][CH:16]=[N:15][C:14]=2[CH:13]=1. (3) Given the product [CH2:1]([O:3][C:4]1[CH:13]=[CH:12][C:7]2[N:8]([CH:26]([CH2:31][CH3:32])[C:27]([OH:29])=[O:28])[C:9](=[N:11][C:20](=[O:21])[C:19]3[CH:23]=[CH:24][C:16]([O:15][CH3:14])=[CH:17][CH:18]=3)[S:10][C:6]=2[CH:5]=1)[CH3:2], predict the reactants needed to synthesize it. The reactants are: [CH2:1]([O:3][C:4]1[CH:13]=[CH:12][C:7]2[N:8]=[C:9]([NH2:11])[S:10][C:6]=2[CH:5]=1)[CH3:2].[CH3:14][O:15][C:16]1[CH:24]=[CH:23][C:19]([C:20](Cl)=[O:21])=[CH:18][CH:17]=1.Br[CH:26]([CH2:31][CH3:32])[C:27]([O:29]C)=[O:28].COC1C=CC2N=C(N)SC=2C=1.ClC1C=C(C=CC=1)C(Cl)=O.BrCC(OCC)=O. (4) The reactants are: [NH2:1][C:2]1[C:3]([Cl:10])=[C:4]([CH:7]=[CH:8][CH:9]=1)[CH2:5][OH:6]. Given the product [NH2:1][C:2]1[C:3]([Cl:10])=[C:4]([CH:7]=[CH:8][CH:9]=1)[CH:5]=[O:6], predict the reactants needed to synthesize it. (5) Given the product [CH2:1]([O:8][CH2:9][CH:10]([O:11][S:41]([CH3:40])(=[O:43])=[O:42])[CH2:12][O:13][C:14]([C:27]1[CH:32]=[CH:31][CH:30]=[CH:29][CH:28]=1)([C:21]1[CH:22]=[CH:23][CH:24]=[CH:25][CH:26]=1)[C:15]1[CH:16]=[CH:17][CH:18]=[CH:19][CH:20]=1)[C:2]1[CH:3]=[CH:4][CH:5]=[CH:6][CH:7]=1, predict the reactants needed to synthesize it. The reactants are: [CH2:1]([O:8][CH2:9][CH:10]([CH2:12][O:13][C:14]([C:27]1[CH:32]=[CH:31][CH:30]=[CH:29][CH:28]=1)([C:21]1[CH:26]=[CH:25][CH:24]=[CH:23][CH:22]=1)[C:15]1[CH:20]=[CH:19][CH:18]=[CH:17][CH:16]=1)[OH:11])[C:2]1[CH:7]=[CH:6][CH:5]=[CH:4][CH:3]=1.C(N(CC)CC)C.[CH3:40][S:41](Cl)(=[O:43])=[O:42]. (6) Given the product [F:20][C:21]1[CH:26]=[CH:25][CH:24]=[CH:23][C:22]=1[C:2]1[CH:3]=[N:4][C:5]2[N:6]([CH:8]=[C:9]([CH2:11][O:12][C:13]3[CH:18]=[CH:17][N:16]=[C:15]([F:19])[CH:14]=3)[N:10]=2)[CH:7]=1, predict the reactants needed to synthesize it. The reactants are: Br[C:2]1[CH:3]=[N:4][C:5]2[N:6]([CH:8]=[C:9]([CH2:11][O:12][C:13]3[CH:18]=[CH:17][N:16]=[C:15]([F:19])[CH:14]=3)[N:10]=2)[CH:7]=1.[F:20][C:21]1[CH:26]=[CH:25][CH:24]=[CH:23][C:22]=1B(O)O.